Predict the product of the given reaction. From a dataset of Forward reaction prediction with 1.9M reactions from USPTO patents (1976-2016). (1) Given the reactants [CH3:1][C:2]1([C:22]2[CH:27]=[CH:26][C:25]([O:28][CH2:29][CH2:30][N:31]3[CH2:36][CH2:35][CH2:34][CH2:33][CH2:32]3)=[CH:24][CH:23]=2)[C:19]2[C:18]3[CH:17]=[CH:16][C:15]([OH:20])=[CH:14][C:13]=3[O:12][CH2:11][C:10]=2[C:9]2[CH:8]=[CH:7][C:6]([OH:21])=[CH:5][C:4]=2[O:3]1.[CH3:37][C:38]([CH3:43])([CH3:42])[C:39](Cl)=[O:40].[C:44]([O-:47])(O)=O.[Na+], predict the reaction product. The product is: [CH3:37][C:38]([CH3:43])([CH3:42])[C:39]([O:20][C:15]1[CH:16]=[CH:17][C:18]2[C:19]3[C:2]([CH3:1])([C:22]4[CH:27]=[CH:26][C:25]([O:28][CH2:29][CH2:30][N:31]5[CH2:36][CH2:35][CH2:34][CH2:33][CH2:32]5)=[CH:24][CH:23]=4)[O:3][C:4]4[CH:5]=[C:6]([O:21][C:44](=[O:47])[C:2]([CH3:22])([CH3:19])[CH3:1])[CH:7]=[CH:8][C:9]=4[C:10]=3[CH2:11][O:12][C:13]=2[CH:14]=1)=[O:40]. (2) The product is: [CH:1]1([S:4]([C:7]2[CH:12]=[CH:11][C:10]([CH:13]([O:34][CH:35]3[CH2:40][CH2:39][O:38][CH2:37][CH2:36]3)[C:14]([NH:16][C:17]3[S:18][C:19]([O:22][C:23]4[CH:24]=[C:25]([CH:31]=[CH:32][CH:33]=4)[C:26]([OH:28])=[O:27])=[CH:20][N:21]=3)=[O:15])=[CH:9][CH:8]=2)(=[O:6])=[O:5])[CH2:3][CH2:2]1. Given the reactants [CH:1]1([S:4]([C:7]2[CH:12]=[CH:11][C:10]([CH:13]([O:34][CH:35]3[CH2:40][CH2:39][O:38][CH2:37][CH2:36]3)[C:14]([NH:16][C:17]3[S:18][C:19]([O:22][C:23]4[CH:24]=[C:25]([CH:31]=[CH:32][CH:33]=4)[C:26]([O:28]CC)=[O:27])=[CH:20][N:21]=3)=[O:15])=[CH:9][CH:8]=2)(=[O:6])=[O:5])[CH2:3][CH2:2]1.CO.[Li+].[OH-], predict the reaction product. (3) Given the reactants [CH3:1][C:2]1([CH3:39])[CH2:5][CH:4]([CH:6]([NH:23][C:24]2[CH:25]=[N:26][C:27]([N:30]3[CH:34]=[C:33]([C:35]([F:38])([F:37])[F:36])[CH:32]=[N:31]3)=[N:28][CH:29]=2)[C:7]2[CH:22]=[CH:21][C:10]([C:11]([NH:13][CH2:14][CH2:15][C:16]([O:18][CH2:19][CH3:20])=[O:17])=[O:12])=[CH:9][CH:8]=2)[CH2:3]1.C(=O)=O.CO, predict the reaction product. The product is: [CH3:39][C:2]1([CH3:1])[CH2:5][CH:4]([CH:6]([NH:23][C:24]2[CH:29]=[N:28][C:27]([N:30]3[CH:34]=[C:33]([C:35]([F:37])([F:38])[F:36])[CH:32]=[N:31]3)=[N:26][CH:25]=2)[C:7]2[CH:8]=[CH:9][C:10]([C:11]([NH:13][CH:14]=[CH:15][C:16]([O:18][CH2:19][CH3:20])=[O:17])=[O:12])=[CH:21][CH:22]=2)[CH2:3]1.[CH3:39][C:2]1([CH3:1])[CH2:5][CH:4]([CH:6]([NH:23][C:24]2[CH:29]=[N:28][C:27]([N:30]3[CH:34]=[C:33]([C:35]([F:37])([F:38])[F:36])[CH:32]=[N:31]3)=[N:26][CH:25]=2)[C:7]2[CH:8]=[CH:9][C:10]([C:11]([NH:13][CH2:14][CH2:15][C:16]([O:18][CH2:19][CH3:20])=[O:17])=[O:12])=[CH:21][CH:22]=2)[CH2:3]1.